From a dataset of Reaction yield outcomes from USPTO patents with 853,638 reactions. Predict the reaction yield, written as a fraction of the theoretical maximum amount of product (1.0 means a 100% yield; for example, 0.34 means a 34% yield). (1) The reactants are [F:1][C:2]1[CH:22]=[CH:21][C:5]([CH2:6][N:7]2[C:15]3[CH:14]=[C:13]([C:16]([O:18][CH2:19][CH3:20])=[O:17])[N:12]=[CH:11][C:10]=3[CH:9]=[CH:8]2)=[CH:4][CH:3]=1.[Cl-].[Al+3].[Cl-].[Cl-].[F:27][C:28]1[CH:36]=[CH:35][C:31]([C:32](Br)=[O:33])=[CH:30][CH:29]=1. The catalyst is ClCCl. The product is [F:27][C:28]1[CH:36]=[CH:35][C:31]([C:32]([C:9]2[C:10]3[CH:11]=[N:12][C:13]([C:16]([O:18][CH2:19][CH3:20])=[O:17])=[CH:14][C:15]=3[N:7]([CH2:6][C:5]3[CH:4]=[CH:3][C:2]([F:1])=[CH:22][CH:21]=3)[CH:8]=2)=[O:33])=[CH:30][CH:29]=1. The yield is 0.390. (2) The reactants are [Br:1][C:2]1[CH:7]=[CH:6][C:5]([OH:8])=[CH:4][C:3]=1[Cl:9].C(N(CC)CC)C.[F:17][C:18]1[CH:23]=[CH:22][C:21](B(O)O)=[CH:20][CH:19]=1. The catalyst is ClCCl.C([O-])(=O)C.[Cu+2].C([O-])(=O)C. The product is [Br:1][C:2]1[CH:7]=[CH:6][C:5]([O:8][C:21]2[CH:22]=[CH:23][C:18]([F:17])=[CH:19][CH:20]=2)=[CH:4][C:3]=1[Cl:9]. The yield is 0.350. (3) The reactants are Br[CH2:2][C:3]1[C:11]2[O:10][C:9]([C:12]3[CH:17]=[CH:16][C:15]([O:18][CH3:19])=[CH:14][CH:13]=3)=[CH:8][C:7]=2[CH:6]=[C:5]([O:20][CH3:21])[CH:4]=1.[C-:22]#[N:23].[K+].C1OCCOCCOCCOCCOCCOC1.O. The catalyst is CN(C)C=O. The product is [CH3:21][O:20][C:5]1[CH:4]=[C:3]([CH2:2][C:22]#[N:23])[C:11]2[O:10][C:9]([C:12]3[CH:17]=[CH:16][C:15]([O:18][CH3:19])=[CH:14][CH:13]=3)=[CH:8][C:7]=2[CH:6]=1. The yield is 0.980. (4) The reactants are [O:1]=[C:2]1[CH2:7][CH2:6][N:5]([C:8]([O:10][C:11]([CH3:14])([CH3:13])[CH3:12])=[O:9])[CH2:4][CH:3]1[C:15]([O:17][CH2:18][CH3:19])=[O:16].C[Si]([N-][Si](C)(C)C)(C)C.[Na+].[P:30](Cl)(=[O:37])([O:34][CH2:35][CH3:36])[O:31][CH2:32][CH3:33]. The catalyst is CC(OC)(C)C. The product is [CH2:32]([O:31][P:30]([O:1][C:2]1[CH2:7][CH2:6][N:5]([C:8]([O:10][C:11]([CH3:12])([CH3:13])[CH3:14])=[O:9])[CH2:4][C:3]=1[C:15]([O:17][CH2:18][CH3:19])=[O:16])([O:34][CH2:35][CH3:36])=[O:37])[CH3:33]. The yield is 0.490. (5) The reactants are [Cl:1][C:2]1[CH:7]=[CH:6][C:5]([N:8]([C@H:12]2[C:21]3[C:16](=[CH:17][CH:18]=[CH:19][CH:20]=3)[N:15]([C:22](=[O:31])[C:23]3[CH:28]=[CH:27][C:26]([F:29])=[C:25]([OH:30])[CH:24]=3)[C@@H:14]([CH3:32])[CH2:13]2)[C:9](=[O:11])[CH3:10])=[CH:4][CH:3]=1.C([O-])([O-])=O.[Cs+].[Cs+].Br[CH2:40][CH2:41][C:42]([CH3:48])([CH3:47])[C:43]([O:45][CH3:46])=[O:44]. The catalyst is CN(C=O)C. The product is [C:9]([N:8]([C:5]1[CH:4]=[CH:3][C:2]([Cl:1])=[CH:7][CH:6]=1)[C@H:12]1[C:21]2[C:16](=[CH:17][CH:18]=[CH:19][CH:20]=2)[N:15]([C:22]([C:23]2[CH:28]=[CH:27][C:26]([F:29])=[C:25]([CH:24]=2)[O:30][CH2:40][CH2:41][C:42]([CH3:48])([CH3:47])[C:43]([O:45][CH3:46])=[O:44])=[O:31])[C@@H:14]([CH3:32])[CH2:13]1)(=[O:11])[CH3:10]. The yield is 0.520. (6) The product is [OH:22][C:20]1[C:14]([C:15]([O:17][CH2:18][CH3:19])=[O:16])=[N:13][N:12]([CH3:11])[C:25](=[O:28])[C:26]=1[CH3:27]. The yield is 0.610. The catalyst is C1COCC1. The reactants are [Li+].C[Si]([N-][Si](C)(C)C)(C)C.[CH3:11][N:12]([C:25](=[O:28])[CH2:26][CH3:27])[N:13]=[C:14]([C:20]([O:22]CC)=O)[C:15]([O:17][CH2:18][CH3:19])=[O:16]. (7) The reactants are [CH2:1]([O:8][C:9]1[CH:17]=[C:16]2[C:12]([CH2:13][CH2:14][CH:15]2O)=[CH:11][CH:10]=1)[C:2]1[CH:7]=[CH:6][CH:5]=[CH:4][CH:3]=1.CC1C=CC(S(O)(=O)=O)=CC=1. The catalyst is C1(C)C=CC=CC=1. The product is [CH2:1]([O:8][C:9]1[CH:17]=[C:16]2[C:12](=[CH:11][CH:10]=1)[CH2:13][CH:14]=[CH:15]2)[C:2]1[CH:3]=[CH:4][CH:5]=[CH:6][CH:7]=1. The yield is 0.890.